This data is from Reaction yield outcomes from USPTO patents with 853,638 reactions. The task is: Predict the reaction yield, written as a fraction of the theoretical maximum amount of product (1.0 means a 100% yield; for example, 0.34 means a 34% yield). The reactants are [OH:1][CH2:2][CH2:3][S:4][C:5]1[CH:6]=[C:7]2[C:11](=[CH:12][CH:13]=1)[N:10](C(OC(C)(C)C)=O)[CH2:9][CH2:8]2.Cl. The catalyst is O1CCOCC1. The product is [NH:10]1[C:11]2[C:7](=[CH:6][C:5]([S:4][CH2:3][CH2:2][OH:1])=[CH:13][CH:12]=2)[CH2:8][CH2:9]1. The yield is 0.640.